From a dataset of Forward reaction prediction with 1.9M reactions from USPTO patents (1976-2016). Predict the product of the given reaction. (1) Given the reactants [F:1][C:2]1([F:26])[CH2:4][CH:3]1[CH2:5][N:6]1[C:14]2[C:9](=[N:10][C:11]([C:15]3[CH2:16][CH:17]4[CH2:21][NH:20][CH2:19][CH:18]4[CH:22]=3)=[CH:12][CH:13]=2)[N:8]([CH3:23])[S:7]1(=[O:25])=[O:24].CCN(C(C)C)C(C)C.[CH3:36][S:37](Cl)(=[O:39])=[O:38], predict the reaction product. The product is: [F:26][C:2]1([F:1])[CH2:4][CH:3]1[CH2:5][N:6]1[C:14]2[C:9](=[N:10][C:11]([C:15]3[CH2:16][CH:17]4[CH2:21][N:20]([S:37]([CH3:36])(=[O:39])=[O:38])[CH2:19][CH:18]4[CH:22]=3)=[CH:12][CH:13]=2)[N:8]([CH3:23])[S:7]1(=[O:25])=[O:24]. (2) Given the reactants [C:1]([C:3]1[CH:4]=[C:5]([C:16]([NH:18][CH2:19][C:20]2[C:21](=[O:28])[NH:22][C:23]([CH3:27])=[CH:24][C:25]=2[CH3:26])=[O:17])[C:6]2[C:7]([CH3:15])=[CH:8][N:9]([CH:12]([CH3:14])[CH3:13])[C:10]=2[CH:11]=1)#[N:2].[CH2:29](N)[CH2:30][NH2:31], predict the reaction product. The product is: [NH:2]1[CH2:29][CH2:30][N:31]=[C:1]1[C:3]1[CH:4]=[C:5]([C:16]([NH:18][CH2:19][C:20]2[C:21](=[O:28])[NH:22][C:23]([CH3:27])=[CH:24][C:25]=2[CH3:26])=[O:17])[C:6]2[C:7]([CH3:15])=[CH:8][N:9]([CH:12]([CH3:14])[CH3:13])[C:10]=2[CH:11]=1.